From a dataset of Catalyst prediction with 721,799 reactions and 888 catalyst types from USPTO. Predict which catalyst facilitates the given reaction. (1) Reactant: [C:1]1([C:46]2[CH:51]=[CH:50][CH:49]=[CH:48][CH:47]=2)[CH:6]=[CH:5][C:4]([CH2:7][C@@H:8]([NH:38]C(=O)OC(C)(C)C)[C:9]([N:11]2[CH2:16][CH2:15][CH:14]([N:17]3[N:26]=[C:25]([C:27]4[CH:32]=[CH:31][C:30]([O:33][CH3:34])=[C:29]([O:35][CH3:36])[CH:28]=4)[C@@H:24]4[C@@H:19]([CH2:20][CH2:21][CH2:22][CH2:23]4)[C:18]3=[O:37])[CH2:13][CH2:12]2)=[O:10])=[CH:3][CH:2]=1.FC(F)(F)C(O)=O.C(=O)(O)[O-].[Na+]. Product: [NH2:38][C@H:8]([CH2:7][C:4]1[CH:3]=[CH:2][C:1]([C:46]2[CH:47]=[CH:48][CH:49]=[CH:50][CH:51]=2)=[CH:6][CH:5]=1)[C:9]([N:11]1[CH2:12][CH2:13][CH:14]([N:17]2[N:26]=[C:25]([C:27]3[CH:32]=[CH:31][C:30]([O:33][CH3:34])=[C:29]([O:35][CH3:36])[CH:28]=3)[C@@H:24]3[C@@H:19]([CH2:20][CH2:21][CH2:22][CH2:23]3)[C:18]2=[O:37])[CH2:15][CH2:16]1)=[O:10]. The catalyst class is: 2. (2) The catalyst class is: 93. Product: [CH2:26]([O:33][C:2]1[C:7]([CH2:8][C:10]2[CH:15]=[CH:14][C:13]([O:16][CH3:17])=[CH:12][CH:11]=2)=[N:6][CH:5]=[CH:4][N:3]=1)[C:27]1[CH:32]=[CH:31][CH:30]=[CH:29][CH:28]=1. Reactant: Cl[C:2]1[C:7]([CH:8]([C:10]2[CH:15]=[CH:14][C:13]([O:16][CH3:17])=[CH:12][CH:11]=2)O)=[N:6][CH:5]=[CH:4][N:3]=1.[OH-].[Na+].C(=O)([O-])[O-].[K+].[K+].[CH2:26]([OH:33])[C:27]1[CH:32]=[CH:31][CH:30]=[CH:29][CH:28]=1.COCCOCCN(CCOCCOC)CCOCCOC. (3) Reactant: [C:1]([O:5][C:6]([N:8]1[CH2:17][CH2:16][C:15]2[C:10](=[CH:11][CH:12]=[C:13]([C:18](O)=[O:19])[CH:14]=2)[CH2:9]1)=[O:7])([CH3:4])([CH3:3])[CH3:2].[CH3:21][O:22][NH:23][CH3:24].CN1CCOCC1.O.[Cl-].COC1N=C(OC)N=C([N+]2(C)CCOCC2)N=1. Product: [C:1]([O:5][C:6]([N:8]1[CH2:17][CH2:16][C:15]2[C:10](=[CH:11][CH:12]=[C:13]([C:18](=[O:19])[N:23]([O:22][CH3:21])[CH3:24])[CH:14]=2)[CH2:9]1)=[O:7])([CH3:3])([CH3:2])[CH3:4]. The catalyst class is: 5. (4) Reactant: [CH3:1][C@@H:2]1[CH2:6][C:5]2[C:7]([CH:13]3[CH2:18][CH2:17][NH:16][CH2:15][CH2:14]3)=[C:8]([CH3:12])[CH:9]=[C:10]([NH2:11])[C:4]=2[O:3]1.C=O.[BH-](OC(C)=O)(OC(C)=O)O[C:23](C)=O.[Na+]. Product: [CH3:1][C@@H:2]1[CH2:6][C:5]2[C:7]([CH:13]3[CH2:18][CH2:17][N:16]([CH3:23])[CH2:15][CH2:14]3)=[C:8]([CH3:12])[CH:9]=[C:10]([NH2:11])[C:4]=2[O:3]1. The catalyst class is: 554. (5) Reactant: Br[C:2]1[C:7]([N+:8]([O-:10])=[O:9])=[CH:6][C:5]([Cl:11])=[CH:4][N:3]=1.[F:12][C:13]1[CH:18]=[CH:17]C=[CH:15][C:14]=1O.[C:20]([O-:23])([O-])=O.[K+].[K+]. Product: [Cl:11][C:5]1[CH:6]=[C:7]([N+:8]([O-:10])=[O:9])[C:2]([O:23][C:20]2[CH:17]=[CH:18][C:13]([F:12])=[CH:14][CH:15]=2)=[N:3][CH:4]=1. The catalyst class is: 3.